This data is from Full USPTO retrosynthesis dataset with 1.9M reactions from patents (1976-2016). The task is: Predict the reactants needed to synthesize the given product. (1) Given the product [CH3:1][C@:2]1([NH2:17])[CH2:7][CH2:6][CH2:5][N:4]([C:8]2[CH:13]=[CH:12][C:11]([N+:14]([O-:16])=[O:15])=[CH:10][CH:9]=2)[CH2:3]1, predict the reactants needed to synthesize it. The reactants are: [CH3:1][C@:2]1([NH:17]C(=O)OCC2C=CC=CC=2)[CH2:7][CH2:6][CH2:5][N:4]([C:8]2[CH:13]=[CH:12][C:11]([N+:14]([O-:16])=[O:15])=[CH:10][CH:9]=2)[CH2:3]1.I[Si](C)(C)C.Cl. (2) The reactants are: F[C:2]1[CH:3]=[C:4]([CH:7]=[CH:8][C:9]=1[N+:10]([O-:12])=[O:11])[C:5]#[N:6].[C:13]1([C@H:19]([NH2:21])[CH3:20])[CH:18]=[CH:17][CH:16]=[CH:15][CH:14]=1.C([O-])([O-])=O.[K+].[K+].CCOC(C)=O. Given the product [N+:10]([C:9]1[CH:8]=[CH:7][C:4]([C:5]#[N:6])=[CH:3][C:2]=1[NH:21][C@@H:19]([C:13]1[CH:18]=[CH:17][CH:16]=[CH:15][CH:14]=1)[CH3:20])([O-:12])=[O:11], predict the reactants needed to synthesize it. (3) Given the product [C:44]12([NH:49][C:28]([C:27]3[CH:26]=[C:25]([C:3]4[C:4]([CH2:22][O:23][CH3:24])=[CH:5][C:6]5[O:10][C:9]([C:11]6[CH:12]=[CH:13][C:14]([F:17])=[CH:15][CH:16]=6)=[C:8]([C:18]([NH:19][CH3:20])=[O:21])[C:7]=5[C:2]=4[F:1])[CH:33]=[CH:32][CH:31]=3)=[O:30])[CH2:48][CH:46]([CH2:47]1)[CH2:45]2, predict the reactants needed to synthesize it. The reactants are: [F:1][C:2]1[C:7]2[C:8]([C:18](=[O:21])[NH:19][CH3:20])=[C:9]([C:11]3[CH:16]=[CH:15][C:14]([F:17])=[CH:13][CH:12]=3)[O:10][C:6]=2[CH:5]=[C:4]([CH2:22][O:23][CH3:24])[C:3]=1[C:25]1[CH:26]=[C:27]([CH:31]=[CH:32][CH:33]=1)[C:28]([OH:30])=O.C(N(C(C)C)C(C)C)C.Cl.[C:44]12([NH2:49])[CH2:48][CH:46]([CH2:47]1)[CH2:45]2.CN(C(ON1N=NC2C=CC=NC1=2)=[N+](C)C)C.F[P-](F)(F)(F)(F)F. (4) Given the product [Cl:1][C:2]1[CH:3]=[C:4]([O:9][S:10]([C:13]2[C:22]3[CH2:21][CH2:20][CH:19]([N:23]4[CH2:37][CH2:36][CH2:25][CH2:24]4)[CH2:18][C:17]=3[C:16]([O:30][CH3:31])=[CH:15][CH:14]=2)(=[O:11])=[O:12])[CH:5]=[CH:6][C:7]=1[Cl:8], predict the reactants needed to synthesize it. The reactants are: [Cl:1][C:2]1[CH:3]=[C:4]([O:9][S:10]([C:13]2[C:22]3[CH2:21][CH2:20][CH:19]([NH:23][C:24](=O)[C:25](F)(F)F)[CH2:18][C:17]=3[C:16]([O:30][CH3:31])=[CH:15][CH:14]=2)(=[O:12])=[O:11])[CH:5]=[CH:6][C:7]=1[Cl:8].[Li+].[OH-].O.Br[CH2:36][CH2:37]CCBr. (5) Given the product [C:1]([O:5][C:6]([N:8]1[CH2:12][CH:11]([F:13])[C:10]([CH3:14])([CH3:15])[CH:9]1[CH2:16][CH2:17][C:18]([O:20][CH2:21][CH3:22])=[O:19])=[O:7])([CH3:4])([CH3:2])[CH3:3], predict the reactants needed to synthesize it. The reactants are: [C:1]([O:5][C:6]([N:8]1[CH2:12][CH:11]([F:13])[C:10]([CH3:15])([CH3:14])[CH:9]1[CH:16]=[CH:17][C:18]([O:20][CH2:21][CH3:22])=[O:19])=[O:7])([CH3:4])([CH3:3])[CH3:2]. (6) Given the product [CH3:6][O:7][C:8](=[O:17])[CH:9]([O:11][C:12]([CH3:16])([CH3:15])[C:13](=[O:2])[CH3:14])[CH3:10], predict the reactants needed to synthesize it. The reactants are: S(=O)(=O)(O)[OH:2].[CH3:6][O:7][C:8](=[O:17])[CH:9]([O:11][C:12]([CH3:16])([CH3:15])[C:13]#[CH:14])[CH3:10].